Dataset: Reaction yield outcomes from USPTO patents with 853,638 reactions. Task: Predict the reaction yield, written as a fraction of the theoretical maximum amount of product (1.0 means a 100% yield; for example, 0.34 means a 34% yield). (1) The reactants are [CH3:1][C:2]1[CH:7]=[CH:6][C:5]([S:8]([O:11][CH2:12][CH:13]2[CH2:17][C:16]3[CH:18]=[C:19]([F:23])[CH:20]=[C:21](Br)[C:15]=3[O:14]2)(=[O:10])=[O:9])=[CH:4][CH:3]=1.[C:24]1(B(O)O)[CH:29]=[CH:28][CH:27]=[CH:26][CH:25]=1.C(=O)([O-])[O-].[K+].[K+].CC1C=CC(S(OCC2CC3C(C4C=CC=CC=4)=CC=CC=3O2)(=O)=O)=CC=1. The catalyst is CC1C=CC=CC=1[P](C1C=CC=CC=1C)([Pd](Cl)(Cl)[P](C1=C(C)C=CC=C1)(C1C=CC=CC=1C)C1C=CC=CC=1C)C1C=CC=CC=1C. The product is [CH3:1][C:2]1[CH:7]=[CH:6][C:5]([S:8]([O:11][CH2:12][CH:13]2[CH2:17][C:16]3[CH:18]=[C:19]([F:23])[CH:20]=[C:21]([C:24]4[CH:29]=[CH:28][CH:27]=[CH:26][CH:25]=4)[C:15]=3[O:14]2)(=[O:10])=[O:9])=[CH:4][CH:3]=1. The yield is 0.820. (2) The reactants are [N:1]1[CH:6]=[CH:5][C:4](B(O)O)=[CH:3][CH:2]=1.C(=O)([O-])[O-].[Na+].[Na+].[CH2:16]([O:23][C:24](=[O:39])[C:25]1[CH:37]=[C:36](I)[CH:35]=[C:27]([C:28]([N:30]([CH3:34])[CH2:31][CH2:32][CH3:33])=[O:29])[CH:26]=1)[C:17]1[CH:22]=[CH:21][CH:20]=[CH:19][CH:18]=1. The catalyst is COCCOC.C1C=CC(/C=C/C(/C=C/C2C=CC=CC=2)=O)=CC=1.C1C=CC(/C=C/C(/C=C/C2C=CC=CC=2)=O)=CC=1.C1C=CC(/C=C/C(/C=C/C2C=CC=CC=2)=O)=CC=1.[Pd].[Pd]. The product is [CH2:16]([O:23][C:24](=[O:39])[C:25]1[CH:37]=[C:36]([C:4]2[CH:5]=[CH:6][N:1]=[CH:2][CH:3]=2)[CH:35]=[C:27]([C:28]([N:30]([CH3:34])[CH2:31][CH2:32][CH3:33])=[O:29])[CH:26]=1)[C:17]1[CH:18]=[CH:19][CH:20]=[CH:21][CH:22]=1. The yield is 0.560.